This data is from Full USPTO retrosynthesis dataset with 1.9M reactions from patents (1976-2016). The task is: Predict the reactants needed to synthesize the given product. The reactants are: C([O:8][C:9]1[C:14]([O:15][CH3:16])=[CH:13][CH:12]=[CH:11][C:10]=1[CH2:17][C:18]([O:20][CH3:21])=[O:19])C1C=CC=CC=1. Given the product [OH:8][C:9]1[C:14]([O:15][CH3:16])=[CH:13][CH:12]=[CH:11][C:10]=1[CH2:17][C:18]([O:20][CH3:21])=[O:19], predict the reactants needed to synthesize it.